Dataset: Peptide-MHC class I binding affinity with 185,985 pairs from IEDB/IMGT. Task: Regression. Given a peptide amino acid sequence and an MHC pseudo amino acid sequence, predict their binding affinity value. This is MHC class I binding data. (1) The peptide sequence is VPAPAGPIV. The MHC is HLA-A02:02 with pseudo-sequence HLA-A02:02. The binding affinity (normalized) is 0.321. (2) The peptide sequence is NVSGVPHSV. The MHC is HLA-A68:02 with pseudo-sequence HLA-A68:02. The binding affinity (normalized) is 0.905. (3) The peptide sequence is GYDRRGEKY. The MHC is HLA-B15:09 with pseudo-sequence HLA-B15:09. The binding affinity (normalized) is 0.0847. (4) The peptide sequence is PVLTSLFNK. The MHC is HLA-A03:01 with pseudo-sequence HLA-A03:01. The binding affinity (normalized) is 0.300. (5) The peptide sequence is SAEPVPLQL. The MHC is HLA-B35:01 with pseudo-sequence HLA-B35:01. The binding affinity (normalized) is 0.105. (6) The peptide sequence is FTFERSKIK. The MHC is HLA-A02:11 with pseudo-sequence HLA-A02:11. The binding affinity (normalized) is 0.0847. (7) The peptide sequence is HSKKKCDEL. The MHC is HLA-A02:02 with pseudo-sequence HLA-A02:02. The binding affinity (normalized) is 0. (8) The peptide sequence is GLYSSTVPV. The MHC is HLA-B07:02 with pseudo-sequence HLA-B07:02. The binding affinity (normalized) is 0.198. (9) The peptide sequence is TSHNILVEV. The MHC is HLA-A68:02 with pseudo-sequence HLA-A68:02. The binding affinity (normalized) is 0.815.